Dataset: Reaction yield outcomes from USPTO patents with 853,638 reactions. Task: Predict the reaction yield, written as a fraction of the theoretical maximum amount of product (1.0 means a 100% yield; for example, 0.34 means a 34% yield). (1) The yield is 0.960. The reactants are [Cl:1][C:2]1[CH:3]=[C:4]([CH:8]([C:10]2[CH:11]=[N:12][CH:13]=[CH:14][C:15]=2[Cl:16])[OH:9])[CH:5]=[CH:6][CH:7]=1. The catalyst is O1CCOCC1.O=[Mn]=O. The product is [Cl:1][C:2]1[CH:3]=[C:4]([C:8]([C:10]2[CH:11]=[N:12][CH:13]=[CH:14][C:15]=2[Cl:16])=[O:9])[CH:5]=[CH:6][CH:7]=1. (2) The reactants are [F:1][C:2]1[CH:7]=[CH:6][C:5]([C@H:8]([NH:10][C:11]([C@H:13]2[CH2:18][CH2:17][C@H:16]([NH:19][S:20]([C:23]3[CH:24]=[N:25][C:26]([O:30][CH3:31])=[C:27](Br)[CH:28]=3)(=[O:22])=[O:21])[CH2:15][CH2:14]2)=[O:12])[CH3:9])=[CH:4][CH:3]=1.[CH3:32][NH:33][CH3:34].C1COCC1.CC(C1C=C(C(C)C)C(C2C=CC=CC=2P(C2CCCCC2)C2CCCCC2)=C(C(C)C)C=1)C.CC(C)([O-])C.[Na+]. The catalyst is CN(C=O)C.O.C1C=CC(/C=C/C(/C=C/C2C=CC=CC=2)=O)=CC=1.C1C=CC(/C=C/C(/C=C/C2C=CC=CC=2)=O)=CC=1.C1C=CC(/C=C/C(/C=C/C2C=CC=CC=2)=O)=CC=1.[Pd].[Pd]. The product is [CH3:32][N:33]([CH3:34])[C:27]1[CH:28]=[C:23]([S:20]([NH:19][C@H:16]2[CH2:17][CH2:18][C@H:13]([C:11]([NH:10][C@@H:8]([C:5]3[CH:6]=[CH:7][C:2]([F:1])=[CH:3][CH:4]=3)[CH3:9])=[O:12])[CH2:14][CH2:15]2)(=[O:22])=[O:21])[CH:24]=[N:25][C:26]=1[O:30][CH3:31]. The yield is 0.280. (3) The reactants are O[C:2]1[C:10]([N+:11]([O-:13])=[O:12])=[CH:9][C:5](C(O)=O)=[CH:4][N:3]=1.C[N:15]([CH:17]=[O:18])C.S(Cl)(Cl)=O.[NH3:23]. The catalyst is C1(C)C=CC=CC=1. The product is [NH2:23][C:2]1[C:10]([N+:11]([O-:13])=[O:12])=[CH:9][C:5]([C:17]([NH2:15])=[O:18])=[CH:4][N:3]=1. The yield is 0.870. (4) The reactants are [NH2:1][C:2]1[CH:34]=[CH:33][C:5]([O:6][C:7]2[CH:12]=[CH:11][N:10]=[C:9]3[N:13](CC4C=CC(OC)=CC=4)[N:14]=[C:15]([NH:16][CH:17]4[CH2:22][CH2:21][N:20]([CH3:23])[CH2:19][CH2:18]4)[C:8]=23)=[C:4]([F:35])[CH:3]=1.[F:36][C:37]1[CH:42]=[CH:41][C:40]([N:43]2[CH:48]=[CH:47][N:46]=[C:45]([C:49](O)=[O:50])[C:44]2=[O:52])=[CH:39][CH:38]=1. No catalyst specified. The product is [F:35][C:4]1[CH:3]=[C:2]([NH:1][C:49]([C:45]2[C:44](=[O:52])[N:43]([C:40]3[CH:41]=[CH:42][C:37]([F:36])=[CH:38][CH:39]=3)[CH:48]=[CH:47][N:46]=2)=[O:50])[CH:34]=[CH:33][C:5]=1[O:6][C:7]1[CH:12]=[CH:11][N:10]=[C:9]2[NH:13][N:14]=[C:15]([NH:16][CH:17]3[CH2:22][CH2:21][N:20]([CH3:23])[CH2:19][CH2:18]3)[C:8]=12. The yield is 0.530. (5) The product is [Cl:23][C:24]1[CH:32]=[C:31]([F:33])[CH:30]=[CH:29][C:25]=1[C:26]([NH:12][C:9]1[CH:10]=[CH:11][C:3]2[C:2]([CH3:15])([CH3:1])[O:6][B:5]([OH:7])[C:4]=2[CH:8]=1)=[O:27]. The reactants are [CH3:1][C:2]1([CH3:15])[O:6][B:5]([OH:7])[C:4]2[CH:8]=[C:9]([N+:12]([O-])=O)[CH:10]=[CH:11][C:3]1=2.CCN(CC)CC.[Cl:23][C:24]1[CH:32]=[C:31]([F:33])[CH:30]=[CH:29][C:25]=1[C:26](Cl)=[O:27].CCOC(C)=O.Cl. The yield is 0.912. The catalyst is C1COCC1.[Pd]. (6) The reactants are [Br:1][C:2]1[C:3](Cl)=[C:4]2[CH:10]=[CH:9][N:8]([CH2:11][O:12][CH2:13][CH2:14][Si:15]([CH3:18])([CH3:17])[CH3:16])[C:5]2=[N:6][CH:7]=1.[CH:20]1([NH2:26])[CH2:25][CH2:24][CH2:23][CH2:22][CH2:21]1.[Cl-].[Na+]. The catalyst is C(O)CO. The product is [Br:1][C:2]1[CH:7]=[N:6][C:5]2[N:8]([CH2:11][O:12][CH2:13][CH2:14][Si:15]([CH3:18])([CH3:17])[CH3:16])[CH:9]=[CH:10][C:4]=2[C:3]=1[NH:26][CH:20]1[CH2:25][CH2:24][CH2:23][CH2:22][CH2:21]1. The yield is 0.800. (7) The reactants are [CH3:1][O:2][C:3]([C:5]1([C:8]2[CH:13]=[CH:12][C:11]([O:14][CH2:15][CH2:16][C:17]([O:19]C(C)(C)C)=[O:18])=[CH:10][CH:9]=2)[CH2:7][CH2:6]1)=[O:4]. The catalyst is Cl. The product is [CH3:1][O:2][C:3]([C:5]1([C:8]2[CH:13]=[CH:12][C:11]([O:14][CH2:15][CH2:16][C:17]([OH:19])=[O:18])=[CH:10][CH:9]=2)[CH2:7][CH2:6]1)=[O:4]. The yield is 0.960. (8) The reactants are [N:1]1[O:2][N:3]=[C:4]2[CH:9]=[C:8]([C:10](=[O:21])[C:11]#[C:12][C:13]([CH3:20])([O:15][Si](C)(C)C)[CH3:14])[CH:7]=[CH:6][C:5]=12.CC1C=CC(S(O)(=O)=O)=CC=1. The catalyst is C(Cl)Cl.O. The product is [N:1]1[O:2][N:3]=[C:4]2[CH:9]=[C:8]([C:10](=[O:21])[C:11]#[C:12][C:13]([OH:15])([CH3:14])[CH3:20])[CH:7]=[CH:6][C:5]=12. The yield is 0.870. (9) The reactants are [CH2:1]([O:3][C:4]([C:6]1[S:7][C:8]([CH3:11])=[CH:9][CH:10]=1)=[O:5])[CH3:2].[Cl:12][S:13](O)(=[O:15])=[O:14]. The catalyst is ClCCl. The product is [CH2:1]([O:3][C:4]([C:6]1[S:7][C:8]([CH3:11])=[C:9]([S:13]([Cl:12])(=[O:15])=[O:14])[CH:10]=1)=[O:5])[CH3:2]. The yield is 0.350. (10) The reactants are [NH2:1][C:2]1[C:3]2[N:4]([C:8]([C@@H:12]3[CH2:20][CH2:19][C@@H:18]4[N:14]([C:15](=S)[CH2:16][CH2:17]4)[CH2:13]3)=[N:9][C:10]=2[Br:11])[CH:5]=[CH:6][N:7]=1.[N:22]#[C:23][NH2:24]. The catalyst is C(#N)C. The product is [NH2:1][C:2]1[C:3]2[N:4]([C:8]([C@@H:12]3[CH2:20][CH2:19][C@@H:18]4[N:14](/[C:15](=[N:24]/[C:23]#[N:22])/[CH2:16][CH2:17]4)[CH2:13]3)=[N:9][C:10]=2[Br:11])[CH:5]=[CH:6][N:7]=1. The yield is 0.470.